This data is from Orexin1 receptor HTS with 218,158 compounds and 233 confirmed actives. The task is: Binary Classification. Given a drug SMILES string, predict its activity (active/inactive) in a high-throughput screening assay against a specified biological target. The compound is S(=O)(=O)(NC1CC1)c1ccc(S(=O)(=O)N2CCCc3c2cccc3)cc1. The result is 1 (active).